Dataset: Catalyst prediction with 721,799 reactions and 888 catalyst types from USPTO. Task: Predict which catalyst facilitates the given reaction. (1) Reactant: [NH2:1][C:2]1[N:7]=[C:6]([NH2:8])[C:5]([OH:9])=[C:4]([CH2:10][CH3:11])[N:3]=1.O.[OH-].[Li+].S(O[CH2:20][CH2:21][CH2:22][O:23][C:24]1[C:33]2[C:28](=[CH:29][CH:30]=[CH:31][CH:32]=2)[N:27]=[CH:26][CH:25]=1)(=O)(=O)C. Product: [NH2:1][C:2]1[N:7]=[C:6]([NH2:8])[C:5]([O:9][CH2:20][CH2:21][CH2:22][O:23][C:24]2[C:33]3[C:28](=[CH:29][CH:30]=[CH:31][CH:32]=3)[N:27]=[CH:26][CH:25]=2)=[C:4]([CH2:10][CH3:11])[N:3]=1. The catalyst class is: 174. (2) Reactant: COC1C=CC(C(Cl)=O)=CC=1.[CH3:12][O:13][C:14]1[CH:15]=[C:16]2[C:21](=[CH:22][C:23]=1[O:24][CH3:25])[N:20]=[CH:19][CH:18]=[C:17]2[O:26][C:27]1[CH:33]=[CH:32][C:30]([NH2:31])=[CH:29][C:28]=1[F:34].[CH3:35][O:36][C:37]1[CH:42]=[CH:41][C:40]([C:43]([N:45]=[C:46]=[S:47])=[O:44])=[CH:39][CH:38]=1. Product: [CH3:35][O:36][C:37]1[CH:38]=[CH:39][C:40]([C:43]([N:45]=[C:46]=[S:47])=[O:44])=[CH:41][CH:42]=1.[CH3:12][O:13][C:14]1[CH:15]=[C:16]2[C:21](=[CH:22][C:23]=1[O:24][CH3:25])[N:20]=[CH:19][CH:18]=[C:17]2[O:26][C:27]1[CH:33]=[CH:32][C:30]([NH:31][C:46]([NH:45][C:43](=[O:44])[C:40]2[CH:41]=[CH:42][C:37]([O:36][CH3:35])=[CH:38][CH:39]=2)=[S:47])=[CH:29][C:28]=1[F:34]. The catalyst class is: 234. (3) Reactant: [CH3:1][N:2]([C:4]([NH:6][CH3:7])=[S:5])[NH2:3].[Cl:8][C:9]1[C:14]([O:15][CH3:16])=[CH:13][C:12]([C:17](=O)[C:18](O)=[O:19])=[C:11]([F:22])[CH:10]=1. Product: [Cl:8][C:9]1[C:14]([O:15][CH3:16])=[CH:13][C:12]([C:17]2[C:18](=[O:19])[N:6]([CH3:7])[C:4](=[S:5])[N:2]([CH3:1])[N:3]=2)=[C:11]([F:22])[CH:10]=1. The catalyst class is: 5. (4) Reactant: [Cl:1][C:2]1[CH:10]=[CH:9][C:8]2[NH:7][C:6]3[CH2:11][CH2:12][N:13]([CH3:15])[CH2:14][C:5]=3[C:4]=2[CH:3]=1.N1CCC[C@H]1C(O)=O.P([O-])([O-])([O-])=O.[K+].[K+].[K+].Br[CH:33]=[C:34]([C:36]1[CH:41]=[C:40]([Cl:42])[CH:39]=[C:38]([Cl:43])[CH:37]=1)[CH3:35]. Product: [Cl:1][C:2]1[CH:10]=[CH:9][C:8]2[N:7](/[CH:33]=[C:34](/[C:36]3[CH:37]=[C:38]([Cl:43])[CH:39]=[C:40]([Cl:42])[CH:41]=3)\[CH3:35])[C:6]3[CH2:11][CH2:12][N:13]([CH3:15])[CH2:14][C:5]=3[C:4]=2[CH:3]=1. The catalyst class is: 122. (5) Product: [CH:1]([N:3]1[C:15]2[C:14]([O:16][CH3:17])=[CH:13][CH:12]=[C:11]([S:18]([NH:24][C:27]3[CH:28]=[CH:4][C:9]([CH3:10])=[CH:8][CH:7]=3)(=[O:20])=[O:19])[C:10]=2[C:9]2[C:4]1=[CH:5][CH:6]=[CH:7][CH:8]=2)=[O:2]. The catalyst class is: 22. Reactant: [CH:1]([N:3]1[C:15]2[C:14]([O:16][CH3:17])=[CH:13][CH:12]=[C:11]([S:18](Cl)(=[O:20])=[O:19])[C:10]=2[C:9]2[C:4]1=[CH:5][CH:6]=[CH:7][CH:8]=2)=[O:2].C([N:24]([CH2:27][CH3:28])CC)C.